This data is from Catalyst prediction with 721,799 reactions and 888 catalyst types from USPTO. The task is: Predict which catalyst facilitates the given reaction. (1) Reactant: [Cl:1][C:2]1[CH:3]=[CH:4][C:5]2[N:6]([C:8]([CH2:14][C:15]3[C:20]([F:21])=[CH:19][CH:18]=[C:17]([F:22])[C:16]=3[F:23])=[N:9][C:10]=2[C:11](=[NH:13])[NH2:12])[CH:7]=1.C([N:26](CC)CC)C.O.NN. Product: [Cl:1][C:2]1[CH:3]=[CH:4][C:5]2[N:6]([C:8]([CH2:14][C:15]3[C:20]([F:21])=[CH:19][CH:18]=[C:17]([F:22])[C:16]=3[F:23])=[N:9][C:10]=2[C:11](=[NH:12])[NH:13][NH2:26])[CH:7]=1. The catalyst class is: 8. (2) Reactant: [Br:1][C:2]1[CH:7]=[CH:6][CH:5]=[CH:4][C:3]=1[CH2:8][C:9]([OH:11])=[O:10].O.[CH3:13]C1C=CC(S(O)(=O)=O)=CC=1. Product: [Br:1][C:2]1[CH:7]=[CH:6][CH:5]=[CH:4][C:3]=1[CH2:8][C:9]([O:11][CH3:13])=[O:10]. The catalyst class is: 5.